Dataset: Reaction yield outcomes from USPTO patents with 853,638 reactions. Task: Predict the reaction yield, written as a fraction of the theoretical maximum amount of product (1.0 means a 100% yield; for example, 0.34 means a 34% yield). The catalyst is C(Cl)Cl. The yield is 1.00. The product is [CH:32]1([N:24]2[C:23]3[N:22]=[C:21]([NH:20][C:17]4[CH:18]=[CH:19][C:14]([N:11]5[CH2:10][CH2:9][N:8]([CH3:6])[CH2:13][CH2:12]5)=[CH:15][CH:16]=4)[N:30]=[CH:29][C:28]=3[N:27]=[CH:26][C:25]2=[O:31])[CH2:33][CH2:34][CH2:35][CH2:36]1. The reactants are C(O[C:6]([NH:8][CH:9]1[CH2:13][CH2:12][N:11]([C:14]2[CH:19]=[CH:18][C:17]([NH:20][C:21]3[N:30]=[CH:29][C:28]4[N:27]=[CH:26][C:25](=[O:31])[N:24]([CH:32]5[CH2:36][CH2:35][CH2:34][CH2:33]5)[C:23]=4[N:22]=3)=[CH:16][CH:15]=2)[CH2:10]1)=O)(C)(C)C.FC(F)(F)C(O)=O.